This data is from Forward reaction prediction with 1.9M reactions from USPTO patents (1976-2016). The task is: Predict the product of the given reaction. (1) Given the reactants [CH:1]1([N:4]([CH:26]2[CH2:28][CH2:27]2)[C:5]([C:7]2[N:23]([CH2:24][CH3:25])[C:10]3=[N:11][C:12]([NH:19][C:20]([NH2:22])=[S:21])=[C:13]4[N:17]=[CH:16][N:15]([CH3:18])[C:14]4=[C:9]3[CH:8]=2)=[O:6])[CH2:3][CH2:2]1.Cl[CH:30]([S:34]([CH:37]([CH3:39])[CH3:38])(=[O:36])=[O:35])[C:31](=O)[CH3:32], predict the reaction product. The product is: [CH:26]1([N:4]([CH:1]2[CH2:2][CH2:3]2)[C:5]([C:7]2[N:23]([CH2:24][CH3:25])[C:10]3=[N:11][C:12]([NH:19][C:20]4[S:21][CH:32]=[C:31]([CH2:30][S:34]([CH:37]([CH3:39])[CH3:38])(=[O:36])=[O:35])[N:22]=4)=[C:13]4[N:17]=[CH:16][N:15]([CH3:18])[C:14]4=[C:9]3[CH:8]=2)=[O:6])[CH2:27][CH2:28]1. (2) Given the reactants [CH2:1]([O:3][C:4]([C@@:6]1([CH3:12])[CH2:11][CH2:10][CH2:9][NH:8][CH2:7]1)=[O:5])[CH3:2].[CH2:13](Cl)[C:14]1[CH:19]=[CH:18][CH:17]=[CH:16][CH:15]=1.C([O-])([O-])=O.[K+].[K+].O, predict the reaction product. The product is: [CH2:1]([O:3][C:4]([C@@:6]1([CH3:12])[CH2:11][CH2:10][CH2:9][N:8]([CH2:13][C:14]2[CH:19]=[CH:18][CH:17]=[CH:16][CH:15]=2)[CH2:7]1)=[O:5])[CH3:2]. (3) Given the reactants C1(S([N:10]2[CH:14]=[CH:13][C:12]([C:15](=O)[CH2:16][C:17](=O)[C:18]([O:20][CH2:21][CH3:22])=[O:19])=[CH:11]2)(=O)=O)C=CC=CC=1.[NH:25]([C:27]1[CH:28]=[CH:29][C:30]([O:33][CH3:34])=[N:31][CH:32]=1)[NH2:26].C(O)(=O)C.Cl, predict the reaction product. The product is: [CH3:34][O:33][C:30]1[N:31]=[CH:32][C:27]([N:25]2[C:15]([C:12]3[CH:13]=[CH:14][NH:10][CH:11]=3)=[CH:16][C:17]([C:18]([O:20][CH2:21][CH3:22])=[O:19])=[N:26]2)=[CH:28][CH:29]=1. (4) Given the reactants F[C:9](F)(F)[C:3]([OH:5])=[O:4].F[C:9](F)(F)[C:3]([OH:5])=[O:4].C(C1C2C(=CC=CC=2)N(C2N=C(C3CCN(CCC4CCNCC4)CC3)ON=2)N=1)C.FC(F)(F)C(O)=O.FC(F)(F)C(O)=O.[CH2:59]([C:61]1[C:69]2[C:64](=[CH:65][CH:66]=[CH:67][CH:68]=2)[N:63]([C:70]2[N:74]=[C:73]([CH:75]3[CH2:78][N:77]([CH:79]4[CH2:84][CH2:83][NH:82][CH2:81][CH2:80]4)[CH2:76]3)[O:72][N:71]=2)[N:62]=1)[CH3:60].Cl, predict the reaction product. The product is: [CH2:59]([C:61]1[C:69]2[C:64](=[CH:65][CH:66]=[CH:67][CH:68]=2)[N:63]([C:70]2[N:74]=[C:73]([CH:75]3[CH2:76][N:77]([CH:79]4[CH2:84][CH2:83][N:82]([C:3]([O:5][CH3:9])=[O:4])[CH2:81][CH2:80]4)[CH2:78]3)[O:72][N:71]=2)[N:62]=1)[CH3:60]. (5) Given the reactants [Br:1][C:2]1[CH:11]=[C:10]2[C:5]([CH:6]=[CH:7][N:8]=[C:9]2[Cl:12])=[CH:4][CH:3]=1.C1C=C(Cl)C=C(C(OO)=[O:21])C=1, predict the reaction product. The product is: [Br:1][C:2]1[CH:11]=[C:10]2[C:5]([CH:6]=[CH:7][N+:8]([O-:21])=[C:9]2[Cl:12])=[CH:4][CH:3]=1. (6) The product is: [OH:1][CH2:9][CH2:10][N:11]([CH2:24][CH2:25][O:26][CH3:27])[C:12](=[O:23])[NH:13][C@@H:14]([CH3:22])[C:15]([O:17][C:18]([CH3:20])([CH3:21])[CH3:19])=[O:16]. Given the reactants [O:1]([CH2:9][CH2:10][N:11]([CH2:24][CH2:25][O:26][CH3:27])[C:12](=[O:23])[NH:13][C@@H:14]([CH3:22])[C:15]([O:17][C:18]([CH3:21])([CH3:20])[CH3:19])=[O:16])[Si](C(C)(C)C)(C)C.[F-].C([N+](CCCC)(CCCC)CCCC)CCC.O, predict the reaction product.